From a dataset of Forward reaction prediction with 1.9M reactions from USPTO patents (1976-2016). Predict the product of the given reaction. (1) Given the reactants [C:1]([C:3]1[N:7]=[C:6]([C:8]2[CH:13]=[CH:12][CH:11]=[C:10]([C:14]([F:17])([F:16])[F:15])[CH:9]=2)[N:5]([CH3:18])[C:4]=1[C:19]([N:21]1[CH2:26][CH2:25][CH:24]([N:27]2[CH2:31][CH2:30][CH2:29][CH2:28]2)[CH2:23][CH2:22]1)=[O:20])#[CH:2], predict the reaction product. The product is: [CH2:1]([C:3]1[N:7]=[C:6]([C:8]2[CH:13]=[CH:12][CH:11]=[C:10]([C:14]([F:17])([F:15])[F:16])[CH:9]=2)[N:5]([CH3:18])[C:4]=1[C:19]([N:21]1[CH2:22][CH2:23][CH:24]([N:27]2[CH2:31][CH2:30][CH2:29][CH2:28]2)[CH2:25][CH2:26]1)=[O:20])[CH3:2]. (2) Given the reactants [NH2:1][C@H:2]([C:12]([O:14]C(C)(C)C)=[O:13])[CH2:3][CH2:4][C:5](=[O:11])[O:6]C(C)(C)C.C(ON1C(=O)CCC1=O)(=O)CCCCCCCCCCCCCCC([O-])=O.[B-](F)(F)(F)F.CN(C(ON1C(=O)CCC1=O)=[N+](C)C)C.C(O)(C(F)(F)F)=O, predict the reaction product. The product is: [NH2:1][C@H:2]([C:12]([OH:14])=[O:13])[CH2:3][CH2:4][C:5](=[O:6])[OH:11]. (3) Given the reactants Br[C:2]1[CH:3]=[CH:4][C:5]([Cl:10])=[C:6]([O:8][CH3:9])[CH:7]=1.[CH3:11][C:12]1([CH3:18])[CH2:17][NH:16][CH2:15][CH2:14][NH:13]1.C1C=CC(P(C2C(C3C(P(C4C=CC=CC=4)C4C=CC=CC=4)=CC=C4C=3C=CC=C4)=C3C(C=CC=C3)=CC=2)C2C=CC=CC=2)=CC=1.CC([O-])(C)C.[Na+], predict the reaction product. The product is: [ClH:10].[ClH:10].[Cl:10][C:5]1[CH:4]=[CH:3][C:2]([N:13]2[CH2:14][CH2:15][NH:16][CH2:17][C:12]2([CH3:18])[CH3:11])=[CH:7][C:6]=1[O:8][CH3:9]. (4) Given the reactants [NH2:1][C:2]1[CH:9]=[CH:8][CH:7]=[C:6]([O:10][CH2:11][CH:12]2[CH2:17][CH2:16][CH2:15][CH2:14][CH2:13]2)[C:3]=1[C:4]#[N:5].O=[C:19]([CH3:26])[CH2:20][C:21]([O:23][CH2:24][CH3:25])=[O:22], predict the reaction product. The product is: [NH2:5][C:4]1[C:3]2[C:2](=[CH:9][CH:8]=[CH:7][C:6]=2[O:10][CH2:11][CH:12]2[CH2:17][CH2:16][CH2:15][CH2:14][CH2:13]2)[N:1]=[C:19]([CH3:26])[C:20]=1[C:21]([O:23][CH2:24][CH3:25])=[O:22].